This data is from Reaction yield outcomes from USPTO patents with 853,638 reactions. The task is: Predict the reaction yield, written as a fraction of the theoretical maximum amount of product (1.0 means a 100% yield; for example, 0.34 means a 34% yield). (1) The reactants are [CH3:1][O:2][C:3]1[CH:4]=[C:5]([N:12]2[CH2:17][CH2:16][O:15][CH2:14][CH2:13]2)[CH:6]=[CH:7][C:8]=1[N+:9]([O-])=O.[Sn](Cl)Cl. The catalyst is CCO. The product is [CH3:1][O:2][C:3]1[CH:4]=[C:5]([N:12]2[CH2:17][CH2:16][O:15][CH2:14][CH2:13]2)[CH:6]=[CH:7][C:8]=1[NH2:9]. The yield is 0.480. (2) The reactants are [Br:1][C:2]1[CH:7]=[CH:6][C:5]([CH2:8][NH2:9])=[C:4]([F:10])[CH:3]=1.[CH3:11][S:12](Cl)(=[O:14])=[O:13]. The catalyst is N1C=CC=CC=1.ClCCl. The product is [Br:1][C:2]1[CH:7]=[CH:6][C:5]([CH2:8][NH:9][S:12]([CH3:11])(=[O:14])=[O:13])=[C:4]([F:10])[CH:3]=1. The yield is 0.930. (3) The reactants are [OH:1][C:2]1[CH:9]=[CH:8][C:5]([CH:6]=O)=[CH:4][CH:3]=1.[S:10]1[CH2:14][C:13](=[O:15])[NH:12][C:11]1=[O:16].C(O)(=O)C1C=CC=CC=1.N1CCCCC1. The catalyst is C1(C)C=CC=CC=1. The product is [OH:1][C:2]1[CH:9]=[CH:8][C:5]([CH:6]=[C:14]2[S:10][C:11](=[O:16])[NH:12][C:13]2=[O:15])=[CH:4][CH:3]=1. The yield is 0.900. (4) The reactants are [N+:1]([C:4]1[CH:5]=[C:6]([C:10]([NH:12][NH2:13])=[O:11])[CH:7]=[CH:8][CH:9]=1)([O-:3])=[O:2].[N-:14]=[C:15]=[S:16].[CH3:17][S:18][C:19]1[CH:24]=[CH:23][CH:22]=[CH:21][CH:20]=1. No catalyst specified. The product is [CH3:17][S:18][C:19]1[CH:24]=[CH:23][C:22]([NH:14][C:15]([NH:13][NH:12][C:10]([C:6]2[CH:7]=[CH:8][CH:9]=[C:4]([N+:1]([O-:3])=[O:2])[CH:5]=2)=[O:11])=[S:16])=[CH:21][CH:20]=1. The yield is 0.980.